Dataset: Aqueous solubility values for 9,982 compounds from the AqSolDB database. Task: Regression/Classification. Given a drug SMILES string, predict its absorption, distribution, metabolism, or excretion properties. Task type varies by dataset: regression for continuous measurements (e.g., permeability, clearance, half-life) or binary classification for categorical outcomes (e.g., BBB penetration, CYP inhibition). For this dataset (solubility_aqsoldb), we predict Y. The compound is CCN(CC)c1ccc([C+](c2ccc(N(CC)Cc3cccc(S(=O)(=O)[O-])c3)cc2)c2ccc(N(CC)Cc3cccc(S(=O)(=O)[O-])c3)cc2)cc1.[Na+]. The Y is -0.772 log mol/L.